Dataset: Full USPTO retrosynthesis dataset with 1.9M reactions from patents (1976-2016). Task: Predict the reactants needed to synthesize the given product. (1) Given the product [CH3:23][Si:24]([CH3:26])([CH3:25])[O:20][C@H:12]1[CH2:13][CH2:14][C@@:15]2([CH3:16])[C:10](=[CH:9][C@H:8]([O:21][Si:24]([CH3:26])([CH3:25])[CH3:23])[C@@H:7]3[C@@H:17]2[CH2:18][CH2:19][C@@:2]2([CH3:1])[C@H:6]3[CH2:5][CH2:4][C:3]2=[O:22])[CH2:11]1, predict the reactants needed to synthesize it. The reactants are: [CH3:1][C@:2]12[CH2:19][CH2:18][C@H:17]3[C@@H:7]([C@@H:8]([OH:21])[CH:9]=[C:10]4[C@:15]3([CH3:16])[CH2:14][CH2:13][C@H:12]([OH:20])[CH2:11]4)[C@@H:6]1[CH2:5][CH2:4][C:3]2=[O:22].[CH3:23][Si:24](N[Si:24]([CH3:26])([CH3:25])[CH3:23])([CH3:26])[CH3:25]. (2) Given the product [CH3:1][C:2]1[S:3][C:4]2[CH2:9][N:8]([S:10]([C:13]3[CH:18]=[CH:17][C:16]([CH3:19])=[CH:15][CH:14]=3)(=[O:11])=[O:12])[CH2:7][C:5]=2[N:6]=1, predict the reactants needed to synthesize it. The reactants are: [CH3:1][C:2]1[S:3][CH:4]2[CH2:9][N:8]([S:10]([C:13]3[CH:18]=[CH:17][C:16]([CH3:19])=[CH:15][CH:14]=3)(=[O:12])=[O:11])[CH2:7][C:5]2(O)[N:6]=1.CS(Cl)(=O)=O.C(N(CC)CC)C. (3) Given the product [Cl:36][C:37]1[CH:38]=[C:39]([C:40]2[N:42]=[C:10]([C:5]3[CH:6]=[CH:7][CH:8]=[C:9]4[C:4]=3[CH:3]=[CH:2][NH:1]4)[O:12][N:41]=2)[CH:44]=[CH:45][C:46]=1[O:47][CH:48]([CH3:50])[CH3:49], predict the reactants needed to synthesize it. The reactants are: [NH:1]1[C:9]2[CH:8]=[CH:7][CH:6]=[C:5]([C:10]([OH:12])=O)[C:4]=2[CH:3]=[CH:2]1.Cl.CN(C)CCCN=C=NCC.O.N1(O)C2C=CC=CC=2N=N1.[Cl:36][C:37]1[CH:38]=[C:39]([CH:44]=[CH:45][C:46]=1[O:47][CH:48]([CH3:50])[CH3:49])[C:40]([NH:42]O)=[NH:41]. (4) Given the product [NH2:1][C:2]1[C:7]2[CH2:8][C:9]([CH3:11])([CH3:12])[O:10][C:6]=2[C:5]([C:13]([NH:15][CH2:16][C@@H:17]2[CH2:22][CH2:21][NH:20][CH2:19][C@H:18]2[OH:30])=[O:14])=[CH:4][C:3]=1[Cl:31], predict the reactants needed to synthesize it. The reactants are: [NH2:1][C:2]1[C:7]2[CH2:8][C:9]([CH3:12])([CH3:11])[O:10][C:6]=2[C:5]([C:13]([NH:15][CH2:16][C@@H:17]2[CH2:22][CH2:21][N:20](C(OC(C)(C)C)=O)[CH2:19][C@H:18]2[OH:30])=[O:14])=[CH:4][C:3]=1[Cl:31].